The task is: Predict which catalyst facilitates the given reaction.. This data is from Catalyst prediction with 721,799 reactions and 888 catalyst types from USPTO. (1) Reactant: [F:1][C:2]([F:20])([F:19])[O:3][C:4]1[CH:9]=[CH:8][C:7]([NH:10][C:11]([C:13]2[S:14][CH:15]=[CH:16][C:17]=2[NH2:18])=[O:12])=[CH:6][CH:5]=1.[N:21]1[C:30]2[C:25](=[CH:26][CH:27]=[CH:28][CH:29]=2)[C:24]([CH:31]=O)=[CH:23][CH:22]=1.C([SiH](CC)CC)C. Product: [F:20][C:2]([F:19])([F:1])[O:3][C:4]1[CH:5]=[CH:6][C:7]([NH:10][C:11]([C:13]2[S:14][CH:15]=[CH:16][C:17]=2[NH:18][CH2:31][C:24]2[C:25]3[C:30](=[CH:29][CH:28]=[CH:27][CH:26]=3)[N:21]=[CH:22][CH:23]=2)=[O:12])=[CH:8][CH:9]=1. The catalyst class is: 330. (2) Reactant: CS([O:5][CH2:6][C:7]1[CH:12]=[CH:11][C:10]([CH2:13][NH:14][C:15](=[O:30])[CH2:16][CH2:17][C:18]2[CH:23]=[CH:22][C:21]([O:24][CH2:25][C:26]#[CH:27])=[C:20]([O:28][CH3:29])[CH:19]=2)=[CH:9][CH:8]=1)(=O)=O.[Na].CO.O1CCC[CH2:35]1. Product: [CH3:35][O:5][CH2:6][C:7]1[CH:12]=[CH:11][C:10]([CH2:13][NH:14][C:15](=[O:30])[CH2:16][CH2:17][C:18]2[CH:23]=[CH:22][C:21]([O:24][CH2:25][C:26]#[CH:27])=[C:20]([O:28][CH3:29])[CH:19]=2)=[CH:9][CH:8]=1. The catalyst class is: 13. (3) Reactant: [NH2:1][C:2]1[CH:7]=[C:6]([C:8]([F:11])([F:10])[F:9])[CH:5]=[CH:4][C:3]=1[C:12]1[NH:13][C:14]([NH:17][C:18]2[CH:26]=[CH:25][C:21]3[O:22][CH2:23][O:24][C:20]=3[CH:19]=2)=[N:15][N:16]=1.[N:27]1[CH:32]=[CH:31][C:30]([CH:33]=O)=[CH:29][CH:28]=1.C(O[BH-](OC(=O)C)OC(=O)C)(=O)C.[Na+].C(O)(=O)C. Product: [O:22]1[C:21]2[CH:25]=[CH:26][C:18]([NH:17][C:14]3[NH:13][C:12]([C:3]4[CH:4]=[CH:5][C:6]([C:8]([F:10])([F:11])[F:9])=[CH:7][C:2]=4[NH:1][CH2:33][C:30]4[CH:31]=[CH:32][N:27]=[CH:28][CH:29]=4)=[N:16][N:15]=3)=[CH:19][C:20]=2[O:24][CH2:23]1. The catalyst class is: 68.